From a dataset of Full USPTO retrosynthesis dataset with 1.9M reactions from patents (1976-2016). Predict the reactants needed to synthesize the given product. Given the product [N:31]1([O:1][C:2]2[C:3]3[O:10][CH:9]=[C:8]([CH:11]4[CH2:12][CH2:13][N:14]([C:17]([O:19][C:20]([CH3:23])([CH3:22])[CH3:21])=[O:18])[CH2:15][CH2:16]4)[C:4]=3[N:5]=[CH:6][N:7]=2)[C:35]2[CH:36]=[CH:37][CH:38]=[CH:39][C:34]=2[N:33]=[N:32]1, predict the reactants needed to synthesize it. The reactants are: [OH:1][C:2]1[C:3]2[O:10][CH:9]=[C:8]([CH:11]3[CH2:16][CH2:15][N:14]([C:17]([O:19][C:20]([CH3:23])([CH3:22])[CH3:21])=[O:18])[CH2:13][CH2:12]3)[C:4]=2[N:5]=[CH:6][N:7]=1.F[P-](F)(F)(F)(F)F.[N:31]1(O[P+](N2CCCC2)(N2CCCC2)N2CCCC2)[C:35]2[CH:36]=[CH:37][CH:38]=[CH:39][C:34]=2[N:33]=[N:32]1.N12CCCN=C1CCCCC2.O.